This data is from Full USPTO retrosynthesis dataset with 1.9M reactions from patents (1976-2016). The task is: Predict the reactants needed to synthesize the given product. Given the product [NH2:1][C:2]1[N:3]=[C:4]2[C:5]([N:25]=[C:32]([C:31]3[CH:34]=[CH:35][C:36]([O:37][CH3:38])=[C:29]([O:28][CH3:27])[CH:30]=3)[NH:26]2)=[C:6]([N:8]2[CH2:9][CH2:10][N:11]([C:14](=[O:24])[CH2:15][O:16][C:17]3[CH:18]=[CH:19][C:20]([Cl:23])=[CH:21][CH:22]=3)[CH2:12][CH2:13]2)[N:7]=1, predict the reactants needed to synthesize it. The reactants are: [NH2:1][C:2]1[N:7]=[C:6]([N:8]2[CH2:13][CH2:12][N:11]([C:14](=[O:24])[CH2:15][O:16][C:17]3[CH:22]=[CH:21][C:20]([Cl:23])=[CH:19][CH:18]=3)[CH2:10][CH2:9]2)[C:5]([NH2:25])=[C:4]([NH2:26])[N:3]=1.[CH3:27][O:28][C:29]1[CH:30]=[C:31]([CH:34]=[CH:35][C:36]=1[O:37][CH3:38])[CH:32]=O.